Dataset: Forward reaction prediction with 1.9M reactions from USPTO patents (1976-2016). Task: Predict the product of the given reaction. (1) Given the reactants [Br:1][C:2]1[CH:11]=[CH:10][C:5]([C:6]([O:8][CH3:9])=[O:7])=[CH:4][C:3]=1[OH:12].[C:13](=O)([O-])[O-].[K+].[K+].S(OC)(OC)(=O)=O.O, predict the reaction product. The product is: [Br:1][C:2]1[CH:11]=[CH:10][C:5]([C:6]([O:8][CH3:9])=[O:7])=[CH:4][C:3]=1[O:12][CH3:13]. (2) Given the reactants [CH3:1][S:2]([C:5]1[CH:26]=[CH:25][C:8]([C:9]([N:11]2[CH2:16][CH2:15][CH:14]([C:17]3[CH:24]=[CH:23][C:20]([C:21]#[N:22])=[CH:19][CH:18]=3)[CH2:13][CH2:12]2)=[O:10])=[CH:7][C:6]=1[N+:27]([O-])=O)(=[O:4])=[O:3], predict the reaction product. The product is: [NH2:27][C:6]1[CH:7]=[C:8]([CH:25]=[CH:26][C:5]=1[S:2]([CH3:1])(=[O:4])=[O:3])[C:9]([N:11]1[CH2:16][CH2:15][CH:14]([C:17]2[CH:24]=[CH:23][C:20]([C:21]#[N:22])=[CH:19][CH:18]=2)[CH2:13][CH2:12]1)=[O:10]. (3) The product is: [F:22][C:17]1[CH:18]=[CH:19][CH:20]=[CH:21][C:16]=1[N:8]1[C:9]2[CH:15]=[CH:14][CH:13]=[CH:12][C:10]=2[CH2:11][N:6]([CH2:5][CH2:4][CH2:3][CH2:2][NH:26][CH3:25])[S:7]1(=[O:24])=[O:23]. Given the reactants Br[CH2:2][CH2:3][CH2:4][CH2:5][N:6]1[CH2:11][C:10]2[CH:12]=[CH:13][CH:14]=[CH:15][C:9]=2[N:8]([C:16]2[CH:21]=[CH:20][CH:19]=[CH:18][C:17]=2[F:22])[S:7]1(=[O:24])=[O:23].[CH3:25][NH2:26].Cl, predict the reaction product. (4) Given the reactants [Br:1][C:2]1[CH:3]=[C:4]2[CH:10]=[CH:9][N:8]([S:11]([C:14]3[CH:19]=[CH:18][CH:17]=[CH:16][CH:15]=3)(=[O:13])=[O:12])[C:5]2=[N:6][CH:7]=1.[Li+].CC([N-]C(C)C)C.Cl[Si:29]([CH3:32])([CH3:31])[CH3:30].C(OCC)(=O)C, predict the reaction product. The product is: [Br:1][C:2]1[CH:3]=[C:4]2[CH:10]=[C:9]([Si:29]([CH3:32])([CH3:31])[CH3:30])[N:8]([S:11]([C:14]3[CH:19]=[CH:18][CH:17]=[CH:16][CH:15]=3)(=[O:12])=[O:13])[C:5]2=[N:6][CH:7]=1. (5) Given the reactants [CH3:1][N:2]1[C:10]2[C:5](=[C:6]([N+:11]([O-])=O)[CH:7]=[CH:8][CH:9]=2)[CH2:4][C:3]1=[O:14].[H][H], predict the reaction product. The product is: [NH2:11][C:6]1[CH:7]=[CH:8][CH:9]=[C:10]2[C:5]=1[CH2:4][C:3](=[O:14])[N:2]2[CH3:1]. (6) Given the reactants C1C=CN=C(C2C=CC=CN=2)C=1.[CH:13]1(B(O)O)[CH2:15][CH2:14]1.[CH2:19]([N:21]1[C:30](=[O:31])[C:29]2[C:24](=[CH:25][CH:26]=[C:27]([N+:32]([O-:34])=[O:33])[CH:28]=2)[NH:23][C:22]1=[O:35])[CH3:20].C(=O)([O-])[O-].[Na+].[Na+], predict the reaction product. The product is: [CH:13]1([N:23]2[C:24]3[C:29](=[CH:28][C:27]([N+:32]([O-:34])=[O:33])=[CH:26][CH:25]=3)[C:30](=[O:31])[N:21]([CH2:19][CH3:20])[C:22]2=[O:35])[CH2:15][CH2:14]1.